This data is from Peptide-MHC class I binding affinity with 185,985 pairs from IEDB/IMGT. The task is: Regression. Given a peptide amino acid sequence and an MHC pseudo amino acid sequence, predict their binding affinity value. This is MHC class I binding data. (1) The peptide sequence is FLFLLYILFL. The MHC is HLA-A68:02 with pseudo-sequence HLA-A68:02. The binding affinity (normalized) is 0.167. (2) The binding affinity (normalized) is 0.0847. The MHC is HLA-B39:01 with pseudo-sequence HLA-B39:01. The peptide sequence is ELRSLYNTV. (3) The peptide sequence is LLDEPTNNL. The MHC is HLA-A02:16 with pseudo-sequence HLA-A02:16. The binding affinity (normalized) is 1.00. (4) The peptide sequence is SSTTSAGPCR. The MHC is HLA-A68:01 with pseudo-sequence HLA-A68:01. The binding affinity (normalized) is 0.390. (5) The binding affinity (normalized) is 0.0847. The MHC is HLA-B35:01 with pseudo-sequence HLA-B35:01. The peptide sequence is FRYKSRCYV. (6) The peptide sequence is IEDPPFNSL. The MHC is HLA-B57:01 with pseudo-sequence HLA-B57:01. The binding affinity (normalized) is 0. (7) The peptide sequence is TLELNMETL. The MHC is HLA-B08:02 with pseudo-sequence HLA-B08:02. The binding affinity (normalized) is 0.0847. (8) The peptide sequence is ELTYLQYGW. The MHC is Mamu-B17 with pseudo-sequence Mamu-B17. The binding affinity (normalized) is 0.184.